This data is from Catalyst prediction with 721,799 reactions and 888 catalyst types from USPTO. The task is: Predict which catalyst facilitates the given reaction. Reactant: [CH3:1][C:2]1([CH3:23])[CH2:7][CH2:6][CH:5]([C:8]2[CH:13]=[CH:12][C:11]([C:14]([F:17])([F:16])[F:15])=[CH:10][CH:9]=2)[N:4]([CH2:18][C:19](O)=[O:20])[C:3]1=[O:22].[NH2:24][C:25]1[CH:42]=[C:41]2[C:28]([CH2:29][C:30]3([C:40]2([F:44])[F:43])[C:38]2[C:33](=[N:34][CH:35]=[CH:36][CH:37]=2)[NH:32][C:31]3=[O:39])=[CH:27][CH:26]=1.F[P-](F)(F)(F)(F)F.ClC(N1CCCC1)=[N+]1CCCC1.C(N(CC)C(C)C)(C)C. Product: [F:44][C:40]1([F:43])[C:30]2([C:38]3[C:33](=[N:34][CH:35]=[CH:36][CH:37]=3)[NH:32][C:31]2=[O:39])[CH2:29][C:28]2[C:41]1=[CH:42][C:25]([NH:24][C:19](=[O:20])[CH2:18][N:4]1[CH:5]([C:8]3[CH:13]=[CH:12][C:11]([C:14]([F:15])([F:17])[F:16])=[CH:10][CH:9]=3)[CH2:6][CH2:7][C:2]([CH3:23])([CH3:1])[C:3]1=[O:22])=[CH:26][CH:27]=2. The catalyst class is: 1.